This data is from NCI-60 drug combinations with 297,098 pairs across 59 cell lines. The task is: Regression. Given two drug SMILES strings and cell line genomic features, predict the synergy score measuring deviation from expected non-interaction effect. (1) Drug 1: CS(=O)(=O)C1=CC(=C(C=C1)C(=O)NC2=CC(=C(C=C2)Cl)C3=CC=CC=N3)Cl. Drug 2: CC1C(C(CC(O1)OC2CC(CC3=C2C(=C4C(=C3O)C(=O)C5=C(C4=O)C(=CC=C5)OC)O)(C(=O)CO)O)N)O.Cl. Cell line: HL-60(TB). Synergy scores: CSS=51.4, Synergy_ZIP=-1.36, Synergy_Bliss=-1.25, Synergy_Loewe=-4.38, Synergy_HSA=2.08. (2) Drug 1: C1=CC(=CC=C1CCC2=CNC3=C2C(=O)NC(=N3)N)C(=O)NC(CCC(=O)O)C(=O)O. Drug 2: C1CN(CCN1C(=O)CCBr)C(=O)CCBr. Cell line: IGROV1. Synergy scores: CSS=38.2, Synergy_ZIP=-9.10, Synergy_Bliss=-2.88, Synergy_Loewe=-0.106, Synergy_HSA=2.42. (3) Drug 1: CC1=C2C(C(=O)C3(C(CC4C(C3C(C(C2(C)C)(CC1OC(=O)C(C(C5=CC=CC=C5)NC(=O)OC(C)(C)C)O)O)OC(=O)C6=CC=CC=C6)(CO4)OC(=O)C)OC)C)OC. Drug 2: CCC1=CC2CC(C3=C(CN(C2)C1)C4=CC=CC=C4N3)(C5=C(C=C6C(=C5)C78CCN9C7C(C=CC9)(C(C(C8N6C)(C(=O)OC)O)OC(=O)C)CC)OC)C(=O)OC.C(C(C(=O)O)O)(C(=O)O)O. Cell line: SN12C. Synergy scores: CSS=55.3, Synergy_ZIP=6.09, Synergy_Bliss=2.52, Synergy_Loewe=6.65, Synergy_HSA=8.08. (4) Drug 1: CC1=C(C(CCC1)(C)C)C=CC(=CC=CC(=CC(=O)O)C)C. Drug 2: C1=NC(=NC(=O)N1C2C(C(C(O2)CO)O)O)N. Cell line: SF-539. Synergy scores: CSS=29.4, Synergy_ZIP=-9.99, Synergy_Bliss=-4.20, Synergy_Loewe=-11.6, Synergy_HSA=-0.434. (5) Drug 1: CC1=C2C(C(=O)C3(C(CC4C(C3C(C(C2(C)C)(CC1OC(=O)C(C(C5=CC=CC=C5)NC(=O)C6=CC=CC=C6)O)O)OC(=O)C7=CC=CC=C7)(CO4)OC(=O)C)O)C)OC(=O)C. Drug 2: CN(C(=O)NC(C=O)C(C(C(CO)O)O)O)N=O. Cell line: K-562. Synergy scores: CSS=69.7, Synergy_ZIP=-8.87, Synergy_Bliss=-10.7, Synergy_Loewe=-8.75, Synergy_HSA=-6.23.